From a dataset of Reaction yield outcomes from USPTO patents with 853,638 reactions. Predict the reaction yield, written as a fraction of the theoretical maximum amount of product (1.0 means a 100% yield; for example, 0.34 means a 34% yield). (1) The reactants are [CH3:1][O:2][C:3]([CH2:5]P(OC)(OC)=O)=[O:4].[Cl-].[Li+].N12CN=CC1CCCC2.[C:23]([O:27][C:28]([N:30]1[CH2:35][CH2:34][C:33]([CH:38]2[CH2:43][CH2:42][CH2:41][CH2:40][CH2:39]2)([CH:36]=O)[CH2:32][CH2:31]1)=[O:29])([CH3:26])([CH3:25])[CH3:24]. The catalyst is C(#N)C. The product is [C:23]([O:27][C:28]([N:30]1[CH2:35][CH2:34][C:33]([CH:38]2[CH2:39][CH2:40][CH2:41][CH2:42][CH2:43]2)([CH:36]=[CH:5][C:3]([O:2][CH3:1])=[O:4])[CH2:32][CH2:31]1)=[O:29])([CH3:24])([CH3:25])[CH3:26]. The yield is 0.860. (2) The catalyst is C(O)(=O)C. The reactants are [CH3:1][N:2]([CH3:17])[C:3]1[CH:12]=[CH:11][C:10]2[C:9]([CH3:14])([CH3:13])[CH2:8][CH2:7][C:6]([CH3:16])([CH3:15])[C:5]=2[CH:4]=1.[Br:18]Br. The product is [Br:18][C:12]1[C:3]([N:2]([CH3:17])[CH3:1])=[CH:4][C:5]2[C:6]([CH3:16])([CH3:15])[CH2:7][CH2:8][C:9]([CH3:13])([CH3:14])[C:10]=2[CH:11]=1. The yield is 0.900.